Dataset: Full USPTO retrosynthesis dataset with 1.9M reactions from patents (1976-2016). Task: Predict the reactants needed to synthesize the given product. Given the product [CH2:18]([C:4]1[N:5]=[C:6]([C:8]2[CH:13]=[CH:12][C:11]([C:14]([F:17])([F:16])[F:15])=[CH:10][CH:9]=2)[S:7][C:3]=1[CH2:2][O:32][C:23]1[CH:22]=[CH:30][CH:29]=[C:28]2[C:24]=1[CH:25]=[CH:26][NH:27]2)[CH2:19][CH3:20], predict the reactants needed to synthesize it. The reactants are: Cl[CH2:2][C:3]1[S:7][C:6]([C:8]2[CH:13]=[CH:12][C:11]([C:14]([F:17])([F:16])[F:15])=[CH:10][CH:9]=2)=[N:5][C:4]=1[CH2:18][CH2:19][CH3:20].O[C:22]1[CH:23]=[C:24]2[C:28](=[CH:29][CH:30]=1)[NH:27][CH:26]=[CH:25]2.C([O-])([O-])=[O:32].[Cs+].[Cs+].